This data is from Reaction yield outcomes from USPTO patents with 853,638 reactions. The task is: Predict the reaction yield, written as a fraction of the theoretical maximum amount of product (1.0 means a 100% yield; for example, 0.34 means a 34% yield). (1) The reactants are [CH3:1][O:2][C:3]1[CH:4]=[C:5]([C:11](=[O:22])[CH2:12][CH2:13][CH2:14][CH2:15][C:16]#[C:17][Si:18]([CH3:21])([CH3:20])[CH3:19])[CH:6]=[C:7]([O:9][CH3:10])[CH:8]=1.[CH3:23][Mg]Br.[Cl-].[NH4+]. The catalyst is CCOCC. The product is [CH3:10][O:9][C:7]1[CH:6]=[C:5]([C:11]([OH:22])([CH3:23])[CH2:12][CH2:13][CH2:14][CH2:15][C:16]#[C:17][Si:18]([CH3:21])([CH3:20])[CH3:19])[CH:4]=[C:3]([O:2][CH3:1])[CH:8]=1. The yield is 0.950. (2) The reactants are [CH:1]1[C:11]2[CH2:10][CH2:9][C:8]3[CH:12]=[CH:13][CH:14]=[CH:15][C:7]=3[N:6]([CH2:16][CH2:17][OH:18])[C:5]=2[CH:4]=[CH:3][CH:2]=1.[C:32]1(P([C:32]2[CH:37]=[CH:36][CH:35]=[CH:34][CH:33]=2)[C:32]2[CH:37]=[CH:36][CH:35]=[CH:34][CH:33]=2)[CH:37]=[CH:36][CH:35]=[CH:34][CH:33]=1.C[CH2:39][O:40]C(/N=N/C(OCC)=O)=O.[CH3:50][O:51][C:52](=[O:78])[C@@H:53]([NH:62][C:63]1[CH:68]=[CH:67][CH:66]=[CH:65][C:64]=1OC(=O)C1C=CC=CC=1)[CH2:54][C:55]1[CH:60]=[CH:59][C:58](O)=[CH:57][CH:56]=1. The yield is 0.570. The catalyst is C1COCC1.O. The product is [CH3:50][O:51][C:52](=[O:78])[C@@H:53]([NH:62][C:63]1[CH:68]=[CH:67][CH:66]=[CH:65][C:64]=1[C:39](=[O:40])[C:32]1[CH:33]=[CH:34][CH:35]=[CH:36][CH:37]=1)[CH2:54][C:55]1[CH:56]=[CH:57][C:58]([O:18][CH2:17][CH2:16][N:6]2[C:7]3[CH:15]=[CH:14][CH:13]=[CH:12][C:8]=3[CH2:9][CH2:10][C:11]3[CH:1]=[CH:2][CH:3]=[CH:4][C:5]2=3)=[CH:59][CH:60]=1. (3) The reactants are [CH2:1]([O:8][C:9](=[O:26])[C:10]([CH3:25])([O:12][C:13]1[CH:18]=[CH:17][CH:16]=[C:15]([CH:19]2[CH2:24][CH2:23][CH2:22][NH:21][CH2:20]2)[CH:14]=1)[CH3:11])[C:2]1[CH:7]=[CH:6][CH:5]=[CH:4][CH:3]=1.[CH:27]([C:30]1[CH:40]=[CH:39][C:33]([O:34][CH2:35][C:36](O)=[O:37])=[CH:32][CH:31]=1)([CH3:29])[CH3:28].Cl.CN(C)CCCN=C=NCC. The catalyst is C(Cl)Cl. The product is [CH2:1]([O:8][C:9](=[O:26])[C:10]([O:12][C:13]1[CH:18]=[CH:17][CH:16]=[C:15]([CH:19]2[CH2:24][CH2:23][CH2:22][N:21]([C:36](=[O:37])[CH2:35][O:34][C:33]3[CH:39]=[CH:40][C:30]([CH:27]([CH3:28])[CH3:29])=[CH:31][CH:32]=3)[CH2:20]2)[CH:14]=1)([CH3:11])[CH3:25])[C:2]1[CH:7]=[CH:6][CH:5]=[CH:4][CH:3]=1. The yield is 0.780. (4) The reactants are [F:1][C:2]([F:32])([F:31])[C:3]([C:23]1[CH:24]=[C:25]([CH:28]=[CH:29][CH:30]=1)[C:26]#[N:27])=[N:4][CH2:5][C:6]1([C:12]2[S:13][CH:14]=[C:15]([C:17]3[CH:22]=[CH:21][CH:20]=[CH:19][CH:18]=3)[N:16]=2)[CH2:11][CH2:10][O:9][CH2:8][CH2:7]1.[BH4-].[Na+]. The catalyst is CO.O. The product is [F:32][C:2]([F:1])([F:31])[CH:3]([C:23]1[CH:24]=[C:25]([CH:28]=[CH:29][CH:30]=1)[C:26]#[N:27])[NH:4][CH2:5][C:6]1([C:12]2[S:13][CH:14]=[C:15]([C:17]3[CH:22]=[CH:21][CH:20]=[CH:19][CH:18]=3)[N:16]=2)[CH2:11][CH2:10][O:9][CH2:8][CH2:7]1. The yield is 0.500. (5) The catalyst is CS(C)=O.C1COCC1.O. The reactants are Cl[CH2:2][CH2:3][CH2:4][CH:5]([C:14]1O[C:16]([C:19]2[CH:24]=[CH:23][C:22]([C:25]3[O:29][C:28]([CH3:30])=[N:27][CH:26]=3)=[C:21]([O:31][CH3:32])[CH:20]=2)=[N:17][N:18]=1)[C:6]1[CH:11]=[CH:10][C:9]([F:12])=[CH:8][C:7]=1[F:13].[N-:33]=[N+]=[N-].[Na+].C1(P(C2C=CC=CC=2)C2C=CC=CC=2)C=CC=CC=1. The product is [F:13][C:7]1[CH:8]=[C:9]([F:12])[CH:10]=[CH:11][C:6]=1[CH:5]1[CH2:4][CH2:3][CH2:2][N:33]2[C:16]([C:19]3[CH:24]=[CH:23][C:22]([C:25]4[O:29][C:28]([CH3:30])=[N:27][CH:26]=4)=[C:21]([O:31][CH3:32])[CH:20]=3)=[N:17][N:18]=[C:14]12. The yield is 0.850. (6) The reactants are [NH:1]1[CH2:7][CH2:6][CH2:5][C@H:2]1[CH2:3][OH:4].C(=O)([O-])O.[Na+].Cl[C:14]([O:16][CH2:17][C:18]1[CH:23]=[CH:22][CH:21]=[CH:20][CH:19]=1)=[O:15].[O:24]1[CH:29]=[CH:28][CH2:27][CH2:26][CH2:25]1.C1(C)C=CC(S([O-])(=O)=O)=CC=1.[NH+]1C=CC=CC=1. The catalyst is CN(C)C=O. The product is [CH2:17]([O:16][C:14]([N:1]1[CH2:7][CH2:6][CH2:5][C@H:2]1[CH2:3][O:4][CH:25]1[CH2:26][CH2:27][CH2:28][CH2:29][O:24]1)=[O:15])[C:18]1[CH:23]=[CH:22][CH:21]=[CH:20][CH:19]=1. The yield is 0.290. (7) The reactants are [CH2:1]([O:8][C:9]([NH:11][C@@H:12]([C:19]1[CH:20]=[C:21]([NH:25][C:26]([O:28][CH2:29][CH2:30][C:31]2[CH:36]=[CH:35][C:34](B(O)O)=[CH:33][C:32]=2[CH3:40])=[O:27])[CH:22]=[CH:23][CH:24]=1)[CH2:13][C:14]([O:16][CH2:17][CH3:18])=[O:15])=[O:10])[C:2]1[CH:7]=[CH:6][CH:5]=[CH:4][CH:3]=1.[NH2:41][C:42]1[CH:43]=[C:44]([CH:48]=[CH:49][CH:50]=1)[C:45]([NH2:47])=[O:46].O.[C:52]([OH:56])(=[O:55])[CH:53]=O. No catalyst specified. The yield is 0.440. The product is [CH2:1]([O:8][C:9]([NH:11][C@@H:12]([C:19]1[CH:20]=[C:21]([NH:25][C:26]([O:28][CH2:29][CH2:30][C:31]2[CH:36]=[CH:35][C:34]([CH:53]([NH:41][C:42]3[CH:50]=[CH:49][CH:48]=[C:44]([C:45](=[O:46])[NH2:47])[CH:43]=3)[C:52]([OH:56])=[O:55])=[CH:33][C:32]=2[CH3:40])=[O:27])[CH:22]=[CH:23][CH:24]=1)[CH2:13][C:14]([O:16][CH2:17][CH3:18])=[O:15])=[O:10])[C:2]1[CH:7]=[CH:6][CH:5]=[CH:4][CH:3]=1.